From a dataset of Full USPTO retrosynthesis dataset with 1.9M reactions from patents (1976-2016). Predict the reactants needed to synthesize the given product. (1) Given the product [CH2:1]([C:3]1[NH:8][CH:7]=[C:6]([CH:9]([N:14]2[CH2:15][CH2:16][NH:17][CH2:18][CH2:19]2)[C:10]([F:13])([F:12])[F:11])[C:5](=[O:30])[C:4]=1[OH:31])[CH3:2], predict the reactants needed to synthesize it. The reactants are: [CH2:1]([C:3]1[NH:8][CH:7]=[C:6]([CH:9]([N:14]2[CH2:19][CH2:18][N:17](C(OCC3C=CC=CC=3)=O)[CH2:16][CH2:15]2)[C:10]([F:13])([F:12])[F:11])[C:5](=[O:30])[C:4]=1[OH:31])[CH3:2]. (2) Given the product [C:21]([C:19]1[CH:18]=[CH:17][C:15]2[CH:16]=[C:12]([C:9]3[O:8][C:7](=[O:25])[C:6]([CH3:26])=[C:5]([OH:4])[C:10]=3[CH3:11])[O:13][C:14]=2[CH:20]=1)([OH:23])=[O:22], predict the reactants needed to synthesize it. The reactants are: C([O:4][C:5]1[C:10]([CH3:11])=[C:9]([C:12]2[O:13][C:14]3[CH:20]=[C:19]([C:21]([O:23]C)=[O:22])[CH:18]=[CH:17][C:15]=3[CH:16]=2)[O:8][C:7](=[O:25])[C:6]=1[CH3:26])(=O)C.C([O-])([O-])=O.[K+].[K+].Cl. (3) Given the product [Br:1][C:2]1[CH:7]=[CH:6][C:5]([C:8]2([C:14]([NH2:15])=[O:17])[CH2:13][CH2:12][O:11][CH2:10][CH2:9]2)=[CH:4][CH:3]=1, predict the reactants needed to synthesize it. The reactants are: [Br:1][C:2]1[CH:7]=[CH:6][C:5]([C:8]2([C:14]#[N:15])[CH2:13][CH2:12][O:11][CH2:10][CH2:9]2)=[CH:4][CH:3]=1.S(=O)(=O)(O)[OH:17]. (4) Given the product [CH3:2][O:3][C:4](=[O:30])[C@@H:5]([NH:8][C:9]([C:11]1[C:12]([CH3:29])=[N:13][C:14]([NH:18][CH2:19][CH2:20][CH2:21][C:22]2[CH:27]=[CH:26][CH:25]=[C:24]([OH:28])[CH:23]=2)=[N:15][C:16]=1[CH3:17])=[O:10])[CH2:6][NH:7][C:37](=[O:38])[C:33]1[CH:34]=[CH:35][CH:36]=[C:31]([CH3:40])[CH:32]=1, predict the reactants needed to synthesize it. The reactants are: Cl.[CH3:2][O:3][C:4](=[O:30])[C@@H:5]([NH:8][C:9]([C:11]1[C:12]([CH3:29])=[N:13][C:14]([NH:18][CH2:19][CH2:20][CH2:21][C:22]2[CH:27]=[CH:26][CH:25]=[C:24]([OH:28])[CH:23]=2)=[N:15][C:16]=1[CH3:17])=[O:10])[CH2:6][NH2:7].[C:31]1([CH3:40])[CH:36]=[CH:35][CH:34]=[C:33]([C:37](O)=[O:38])[CH:32]=1.C(N(CC)CC)C.CN(C(ON1N=NC2C=CC=CC1=2)=[N+](C)C)C.F[P-](F)(F)(F)(F)F.C1C=CC2N(O)N=NC=2C=1. (5) The reactants are: [OH:1][C@@H:2]([C:23]1[CH:28]=[CH:27][CH:26]=[CH:25][CH:24]=1)[CH2:3][CH2:4][N:5]1[CH2:10][CH2:9][CH:8]([C:11]2[CH:12]=[C:13]([NH:17][C:18](=[O:22])[CH:19]([CH3:21])[CH3:20])[CH:14]=[CH:15][CH:16]=2)[CH2:7][CH2:6]1.[F:29][C:30]1[CH:35]=[CH:34][C:33](O)=[CH:32][CH:31]=1.C1(P(C2C=CC=CC=2)C2C=CC=CC=2)C=CC=CC=1.N(C(OCC)=O)=NC(OCC)=O.N. Given the product [F:29][C:30]1[CH:35]=[CH:34][C:33]([O:1][C@H:2]([C:23]2[CH:24]=[CH:25][CH:26]=[CH:27][CH:28]=2)[CH2:3][CH2:4][N:5]2[CH2:10][CH2:9][CH:8]([C:11]3[CH:12]=[C:13]([NH:17][C:18](=[O:22])[CH:19]([CH3:21])[CH3:20])[CH:14]=[CH:15][CH:16]=3)[CH2:7][CH2:6]2)=[CH:32][CH:31]=1, predict the reactants needed to synthesize it. (6) Given the product [CH3:30][C@H:18]1[N:17]([C:15]([C@H:12]2[CH2:13][CH2:14][C@@H:9]([NH:8][C:6]3[C:5]([N+:31]([O-:33])=[O:32])=[CH:4][N:3]=[C:2]([O:42][CH2:41][CH2:40][N:34]4[CH2:39][CH2:38][CH2:37][CH2:36][CH2:35]4)[CH:7]=3)[CH2:10][CH2:11]2)=[O:16])[CH2:22][CH2:21][N:20]([C:23]([O:25][C:26]([CH3:29])([CH3:28])[CH3:27])=[O:24])[CH2:19]1, predict the reactants needed to synthesize it. The reactants are: Cl[C:2]1[CH:7]=[C:6]([NH:8][C@@H:9]2[CH2:14][CH2:13][C@H:12]([C:15]([N:17]3[CH2:22][CH2:21][N:20]([C:23]([O:25][C:26]([CH3:29])([CH3:28])[CH3:27])=[O:24])[CH2:19][C@H:18]3[CH3:30])=[O:16])[CH2:11][CH2:10]2)[C:5]([N+:31]([O-:33])=[O:32])=[CH:4][N:3]=1.[N:34]1([CH2:40][CH2:41][OH:42])[CH2:39][CH2:38][CH2:37][CH2:36][CH2:35]1.C1OCCOCCOCCOCCOCCOC1.C(=O)([O-])[O-].[Cs+].[Cs+]. (7) Given the product [CH:22]1([C:25]2[N:30]=[C:29]([C:31]3[N:9]=[C:8]([NH:7][CH:4]4[CH2:5][CH2:6][C:2]([F:21])([F:1])[CH2:3]4)[N:10]=[C:11]([NH:13][CH:14]4[CH2:18][CH2:17][C:16]([F:19])([F:20])[CH2:15]4)[N:12]=3)[CH:28]=[CH:27][CH:26]=2)[CH2:24][CH2:23]1, predict the reactants needed to synthesize it. The reactants are: [F:1][C:2]1([F:21])[CH2:6][CH2:5][CH:4]([NH:7][C:8]([NH:10][C:11]([NH:13][CH:14]2[CH2:18][CH2:17][C:16]([F:20])([F:19])[CH2:15]2)=[NH:12])=[NH:9])[CH2:3]1.[CH:22]1([C:25]2[N:30]=[C:29]([C:31](OCC)=O)[CH:28]=[CH:27][CH:26]=2)[CH2:24][CH2:23]1.C[O-].[Na+]. (8) Given the product [Cl:26][C:27]1[CH:32]=[CH:31][C:30]([C:33]#[C:34][C:2]2[CH:23]=[CH:22][C:5]([C:6]([NH:8][S:9]([C:12]3[CH:17]=[CH:16][CH:15]=[CH:14][C:13]=3[S:18](=[O:21])(=[O:20])[NH2:19])(=[O:11])=[O:10])=[O:7])=[CH:4][C:3]=2[O:24][CH3:25])=[CH:29][CH:28]=1, predict the reactants needed to synthesize it. The reactants are: Br[C:2]1[CH:23]=[CH:22][C:5]([C:6]([NH:8][S:9]([C:12]2[CH:17]=[CH:16][CH:15]=[CH:14][C:13]=2[S:18](=[O:21])(=[O:20])[NH2:19])(=[O:11])=[O:10])=[O:7])=[CH:4][C:3]=1[O:24][CH3:25].[Cl:26][C:27]1[CH:32]=[CH:31][C:30]([C:33]#[CH:34])=[CH:29][CH:28]=1. (9) Given the product [C:28]1([N:11]([C:8]2[CH:7]=[CH:6][CH:5]=[CH:10][CH:9]=2)[C:12]2[CH:17]=[CH:16][CH:15]=[CH:14][CH:13]=2)[CH:29]=[CH:30][CH:31]=[CH:32][CH:33]=1.[SiH4:4], predict the reactants needed to synthesize it. The reactants are: C(O[Si:4](OCC)(OCC)[C:5]1[CH:10]=[CH:9][C:8]([N:11]([C:28]2[CH:33]=[CH:32][C:31]([Si](OCC)(OCC)OCC)=[CH:30][CH:29]=2)[C:12]2[CH:17]=[CH:16][C:15]([Si](OCC)(OCC)OCC)=[CH:14][CH:13]=2)=[CH:7][CH:6]=1)C.C([Mg]Br)C=C.